From a dataset of Forward reaction prediction with 1.9M reactions from USPTO patents (1976-2016). Predict the product of the given reaction. (1) Given the reactants [C:1]([O:9][C@H:10]1[C@H:14]([F:15])[C@H:13]([N:16]2[CH:21]=[CH:20][C:19]([NH:22][C:23](=[O:30])[C:24]3[CH:29]=[CH:28][CH:27]=[CH:26][CH:25]=3)=[N:18][C:17]2=[O:31])[O:12][C@@H:11]1[CH2:32][O:33][Si](C(C)(C)C)(C1C=CC=CC=1)C1C=CC=CC=1)(=[O:8])[C:2]1[CH:7]=[CH:6][CH:5]=[CH:4][CH:3]=1.CCCC[N+](CCCC)(CCCC)CCCC.[F-], predict the reaction product. The product is: [C:1]([O:9][C@H:10]1[C@H:14]([F:15])[C@H:13]([N:16]2[CH:21]=[CH:20][C:19]([NH:22][C:23](=[O:30])[C:24]3[CH:29]=[CH:28][CH:27]=[CH:26][CH:25]=3)=[N:18][C:17]2=[O:31])[O:12][C@@H:11]1[CH2:32][OH:33])(=[O:8])[C:2]1[CH:3]=[CH:4][CH:5]=[CH:6][CH:7]=1. (2) Given the reactants C(O[C:9]1[C:10](Cl)=[C:11]2[C:16](=[CH:17][CH:18]=1)[CH:15]=[C:14](Br)[CH:13]=[CH:12]2)C1C=CC=CC=1.[NH:21]1[CH:25]=[C:24](C(OCC)=O)[CH:23]=[N:22]1, predict the reaction product. The product is: [C:10]1([N:21]2[CH:25]=[CH:24][CH:23]=[N:22]2)[C:11]2[C:16](=[CH:15][CH:14]=[CH:13][CH:12]=2)[CH:17]=[CH:18][CH:9]=1. (3) The product is: [C:15](/[N:14]=[C:9]1/[N:8]([C:5]2[CH:6]=[CH:7][C:2]([N:31]3[CH:32]=[C:28]([CH2:27][NH:26][C:24]([C:22]4[S:23][C:19]([Cl:18])=[CH:20][CH:21]=4)=[O:25])[N:29]=[CH:30]3)=[CH:3][CH:4]=2)[CH:13]=[CH:12][CH:11]=[CH:10]/1)(=[O:17])[CH3:16]. Given the reactants I[C:2]1[CH:7]=[CH:6][C:5]([N:8]2[CH:13]=[CH:12][CH:11]=[CH:10]/[C:9]/2=[N:14]\[C:15](=[O:17])[CH3:16])=[CH:4][CH:3]=1.[Cl:18][C:19]1[S:23][C:22]([C:24]([NH:26][CH2:27][C:28]2[N:29]=[CH:30][NH:31][CH:32]=2)=[O:25])=[CH:21][CH:20]=1.OC1C=CC=C2C=1N=CC=C2.C([O-])([O-])=O.[K+].[K+], predict the reaction product. (4) Given the reactants [F:1][C:2]([S:5]([C:8]1[CH:13]=[CH:12][C:11]([NH2:14])=[CH:10][CH:9]=1)(=[O:7])=[O:6])([F:4])[F:3].[C:15]1([CH2:25][C:26]([OH:28])=O)[CH:20]=[CH:19][C:18]([CH2:21][C:22]([OH:24])=O)=[CH:17][CH:16]=1, predict the reaction product. The product is: [F:1][C:2]([F:4])([F:3])[S:5]([C:8]1[CH:13]=[CH:12][C:11]([NH:14][C:26](=[O:28])[CH2:25][C:15]2[CH:16]=[CH:17][C:18]([CH2:21][C:22](=[O:24])[NH:14][C:11]3[CH:12]=[CH:13][C:8]([S:5]([C:2]([F:4])([F:1])[F:3])(=[O:7])=[O:6])=[CH:9][CH:10]=3)=[CH:19][CH:20]=2)=[CH:10][CH:9]=1)(=[O:6])=[O:7]. (5) The product is: [Br:1][C:2]1[CH:10]=[CH:9][C:5]([C:6]([O:8][CH3:17])=[O:7])=[C:4]([F:11])[C:3]=1[F:12]. Given the reactants [Br:1][C:2]1[CH:10]=[CH:9][C:5]([C:6]([OH:8])=[O:7])=[C:4]([F:11])[C:3]=1[F:12].O=S(Cl)Cl.[CH3:17]O, predict the reaction product.